This data is from Plasma protein binding rate (PPBR) regression data from AstraZeneca. The task is: Regression/Classification. Given a drug SMILES string, predict its absorption, distribution, metabolism, or excretion properties. Task type varies by dataset: regression for continuous measurements (e.g., permeability, clearance, half-life) or binary classification for categorical outcomes (e.g., BBB penetration, CYP inhibition). For this dataset (ppbr_az), we predict Y. (1) The compound is COc1cccc2c(-c3c(C)n(CC(=O)O)c4ccc(C)cc34)ccnc12. The Y is 98.2 %. (2) The compound is c1cncc(Nc2ncc(-c3ccncn3)c(-c3ccco3)n2)c1. The Y is 86.0 %. (3) The drug is C[C@@H](NC1=CC(=O)CC1)c1ccc(Nc2ncc3cc(-c4ccncc4)ccc3n2)cc1. The Y is 98.0 %. (4) The Y is 94.3 %. The molecule is Cc1cccc(Oc2cc(S(=O)(=O)N3CCC[C@H](n4cc(C)c(=O)[nH]c4=O)C3)ccc2C(=O)O)c1. (5) The drug is COc1ncc(-c2cccc3c2C[C@H](NC(=O)c2ccc(COCC(F)(F)F)nc2)CO3)cn1. The Y is 96.3 %.